Dataset: Full USPTO retrosynthesis dataset with 1.9M reactions from patents (1976-2016). Task: Predict the reactants needed to synthesize the given product. (1) Given the product [Cl:1][S:2]([C:12]1[CH:11]=[CH:10][C:8]([OH:9])=[C:7]([CH:13]=1)[C:6]([OH:15])=[O:14])(=[O:5])=[O:3], predict the reactants needed to synthesize it. The reactants are: [Cl:1][S:2]([OH:5])(=O)=[O:3].[C:6]([OH:15])(=[O:14])[C:7]1[C:8](=[CH:10][CH:11]=[CH:12][CH:13]=1)[OH:9]. (2) Given the product [NH2:36][C:31]1[C:4]([C:5]#[N:6])=[C:28]([OH:29])[C:27]2[C:26](=[CH:25][CH:24]=[C:23]([N:20]3[CH2:21][CH2:22][N:17]([CH2:10][C:11]4[CH:16]=[CH:15][CH:14]=[CH:13][CH:12]=4)[CH2:18][CH2:19]3)[CH:34]=2)[N:32]=1, predict the reactants needed to synthesize it. The reactants are: C(#N)C([CH2:4][C:5]#[N:6])O.[H-].[Na+].[CH2:10]([N:17]1[CH2:22][CH2:21][N:20]([C:23]2[CH:34]=[C:27]3[C:28](O[C:31](=O)[NH:32][C:26]3=[CH:25][CH:24]=2)=[O:29])[CH2:19][CH2:18]1)[C:11]1[CH:16]=[CH:15][CH:14]=[CH:13][CH:12]=1.C[N:36](C)C=O. (3) Given the product [CH:15]1([NH:10][CH:11]2[CH2:12][CH2:13][CH2:14][CH2:37][CH2:36]2)[CH2:16][CH2:17][CH2:18][CH2:21][CH2:20]1, predict the reactants needed to synthesize it. The reactants are: P(=O)(O)(O)O.C([N:10]([CH2:15][CH2:16][CH2:17][CH3:18])[CH2:11][CH2:12][CH2:13][CH3:14])CCC.Cl[C:20]1C=CC(C(OC[C@H]2O[C@H](Cl)CC2)=O)=C[CH:21]=1.[C:36](#N)[CH3:37]. (4) The reactants are: [OH:1][C@H:2]1[CH2:7][CH2:6][C@H:5]([CH2:8][NH:9]C(=O)OC(C)(C)C)[CH2:4][CH2:3]1.FC(F)(F)C(O)=O. Given the product [NH2:9][CH2:8][C@H:5]1[CH2:6][CH2:7][C@H:2]([OH:1])[CH2:3][CH2:4]1, predict the reactants needed to synthesize it.